Dataset: Full USPTO retrosynthesis dataset with 1.9M reactions from patents (1976-2016). Task: Predict the reactants needed to synthesize the given product. (1) Given the product [C:9]([NH:2][CH:3]([CH3:4])[C:5]([OH:7])=[O:6])(=[O:19])[CH2:10][CH2:11][CH2:12][CH2:13][CH2:14][CH2:15][CH2:16][CH2:17][CH3:18], predict the reactants needed to synthesize it. The reactants are: Cl.[NH2:2][CH:3]([C:5]([O:7]C)=[O:6])[CH3:4].[C:9](Cl)(=[O:19])[CH2:10][CH2:11][CH2:12][CH2:13][CH2:14][CH2:15][CH2:16][CH2:17][CH3:18]. (2) Given the product [CH:1]([C:4]1[N:5]=[C:6]2[C:11]([C:12]([F:15])([F:14])[F:13])=[CH:10][CH:9]=[CH:8][N:7]2[C:16]=1[C:17]1[CH:22]=[CH:21][CH:20]=[C:19]([O:23][CH2:25][C:26]2[CH:31]=[CH:30][CH:29]=[C:28]([S:32]([CH3:35])(=[O:34])=[O:33])[CH:27]=2)[CH:18]=1)([CH3:3])[CH3:2], predict the reactants needed to synthesize it. The reactants are: [CH:1]([C:4]1[N:5]=[C:6]2[C:11]([C:12]([F:15])([F:14])[F:13])=[CH:10][CH:9]=[CH:8][N:7]2[C:16]=1[C:17]1[CH:18]=[C:19]([OH:23])[CH:20]=[CH:21][CH:22]=1)([CH3:3])[CH3:2].Br[CH2:25][C:26]1[CH:31]=[CH:30][CH:29]=[C:28]([S:32]([CH3:35])(=[O:34])=[O:33])[CH:27]=1.C(=O)([O-])[O-].[Cs+].[Cs+].O. (3) Given the product [C:1]([O:5][C:6]([N:8]1[CH2:13][CH2:12][CH:11]([O:14][C:15]2[CH:20]=[C:19]([NH:21][C:26]([NH:27][C:28]3[N:29]([C:37]4[CH:42]=[CH:41][C:40]([CH3:43])=[CH:39][CH:38]=4)[N:30]=[C:31]([C:33]([CH3:36])([CH3:35])[CH3:34])[CH:32]=3)=[O:25])[CH:18]=[CH:17][N:16]=2)[CH2:10][CH2:9]1)=[O:7])([CH3:4])([CH3:2])[CH3:3], predict the reactants needed to synthesize it. The reactants are: [C:1]([O:5][C:6]([N:8]1[CH2:13][CH2:12][CH:11]([O:14][C:15]2[CH:20]=[C:19]([NH2:21])[CH:18]=[CH:17][N:16]=2)[CH2:10][CH2:9]1)=[O:7])([CH3:4])([CH3:3])[CH3:2].ClC(Cl)(Cl)C[O:25][C:26](=O)[NH:27][C:28]1[N:29]([C:37]2[CH:42]=[CH:41][C:40]([CH3:43])=[CH:39][CH:38]=2)[N:30]=[C:31]([C:33]([CH3:36])([CH3:35])[CH3:34])[CH:32]=1.C(N(C(C)C)CC)(C)C. (4) The reactants are: [Br:1][C:2]1[C:3]([C:14]2[CH:19]=[CH:18][CH:17]=[CH:16][CH:15]=2)=[CH:4][C:5]2[NH:10]/[C:9](=[N:11]/[NH2:12])/[CH2:8][O:7][C:6]=2[N:13]=1.C(O[C:23](OCC)(OCC)[CH2:24][CH3:25])C. Given the product [Br:1][C:2]1[C:3]([C:14]2[CH:19]=[CH:18][CH:17]=[CH:16][CH:15]=2)=[CH:4][C:5]2[N:10]3[C:23]([CH2:24][CH3:25])=[N:12][N:11]=[C:9]3[CH2:8][O:7][C:6]=2[N:13]=1, predict the reactants needed to synthesize it. (5) Given the product [CH3:7][O:8][C:9](=[O:17])[C:10]1[CH:15]=[CH:14][CH:13]=[N:12][C:11]=1[C:22]1[CH:23]=[CH:24][C:19]([F:18])=[CH:20][CH:21]=1, predict the reactants needed to synthesize it. The reactants are: C(=O)([O-])[O-].[Na+].[Na+].[CH3:7][O:8][C:9](=[O:17])[C:10]1[CH:15]=[CH:14][CH:13]=[N:12][C:11]=1Cl.[F:18][C:19]1[CH:24]=[CH:23][C:22](B(O)O)=[CH:21][CH:20]=1. (6) Given the product [Br:1][C:2]1[CH:3]=[CH:4][C:5]([C:13]2([OH:17])[CH2:16][CH2:15][CH2:14]2)=[C:6]([C:8]([F:11])([F:10])[F:9])[CH:7]=1, predict the reactants needed to synthesize it. The reactants are: [Br:1][C:2]1[CH:3]=[CH:4][C:5](I)=[C:6]([C:8]([F:11])([F:10])[F:9])[CH:7]=1.[C:13]1(=[O:17])[CH2:16][CH2:15][CH2:14]1.[Cl-].[NH4+].C(OCC)(=O)C. (7) The reactants are: [CH3:1][C:2]1([CH3:24])[N:11]2[CH:12]3[CH2:17][CH2:16][N:15](C(OCC)=O)[CH2:14][CH:13]3[C:9]3[C:10]2=[C:5]([CH:6]=[CH:7][CH:8]=3)[N:4]([CH3:23])[CH2:3]1.[OH-].[K+]. Given the product [CH3:1][C:2]1([CH3:24])[N:11]2[CH:12]3[CH2:17][CH2:16][NH:15][CH2:14][CH:13]3[C:9]3[C:10]2=[C:5]([CH:6]=[CH:7][CH:8]=3)[N:4]([CH3:23])[CH2:3]1, predict the reactants needed to synthesize it.